Dataset: NCI-60 drug combinations with 297,098 pairs across 59 cell lines. Task: Regression. Given two drug SMILES strings and cell line genomic features, predict the synergy score measuring deviation from expected non-interaction effect. Drug 1: C1CC(C1)(C(=O)O)C(=O)O.[NH2-].[NH2-].[Pt+2]. Drug 2: CC1=C2C(C(=O)C3(C(CC4C(C3C(C(C2(C)C)(CC1OC(=O)C(C(C5=CC=CC=C5)NC(=O)OC(C)(C)C)O)O)OC(=O)C6=CC=CC=C6)(CO4)OC(=O)C)O)C)O. Cell line: CAKI-1. Synergy scores: CSS=5.41, Synergy_ZIP=-2.73, Synergy_Bliss=-2.02, Synergy_Loewe=-4.04, Synergy_HSA=-4.11.